The task is: Predict the reactants needed to synthesize the given product.. This data is from Full USPTO retrosynthesis dataset with 1.9M reactions from patents (1976-2016). (1) Given the product [F:17][C:18]([F:30])([F:31])[C:19]1[CH:25]=[CH:24][C:23]([C:26]([F:28])([F:29])[F:27])=[CH:22][C:20]=1[NH:21][C:8](=[O:10])[C:7]1[C:6]([OH:16])=[C:5]([C:1]([CH3:2])([CH3:3])[CH3:4])[CH:13]=[C:12]([Br:14])[C:11]=1[CH3:15], predict the reactants needed to synthesize it. The reactants are: [C:1]([C:5]1[CH:13]=[C:12]([Br:14])[C:11]([CH3:15])=[C:7]([C:8]([OH:10])=O)[C:6]=1[OH:16])([CH3:4])([CH3:3])[CH3:2].[F:17][C:18]([F:31])([F:30])[C:19]1[CH:25]=[CH:24][C:23]([C:26]([F:29])([F:28])[F:27])=[CH:22][C:20]=1[NH2:21]. (2) Given the product [C:22]([NH:1][C:2]1[C:3]([NH:8][C:9](=[O:21])[C:10]([O:13][C:14]2[CH:19]=[CH:18][CH:17]=[C:16]([Cl:20])[N:15]=2)([CH3:12])[CH3:11])=[N:4][CH:5]=[CH:6][CH:7]=1)(=[O:24])[CH3:23], predict the reactants needed to synthesize it. The reactants are: [NH2:1][C:2]1[C:3]([NH:8][C:9](=[O:21])[C:10]([O:13][C:14]2[CH:19]=[CH:18][CH:17]=[C:16]([Cl:20])[N:15]=2)([CH3:12])[CH3:11])=[N:4][CH:5]=[CH:6][CH:7]=1.[C:22](Cl)(=[O:24])[CH3:23]. (3) Given the product [F:27][C:4]1[CH:3]=[C:2]([NH:1][C:53]([NH:52][C:50](=[O:51])[CH2:49][C:43]2[CH:44]=[CH:45][CH:46]=[CH:47][CH:48]=2)=[S:54])[CH:26]=[CH:25][C:5]=1[O:6][C:7]1[N:12]=[CH:11][N:10]=[C:9]([NH:13][C:14](=[O:24])[N:15]([CH3:23])[CH:16]2[CH2:21][CH2:20][N:19]([CH3:22])[CH2:18][CH2:17]2)[CH:8]=1, predict the reactants needed to synthesize it. The reactants are: [NH2:1][C:2]1[CH:26]=[CH:25][C:5]([O:6][C:7]2[N:12]=[CH:11][N:10]=[C:9]([NH:13][C:14](=[O:24])[N:15]([CH3:23])[CH:16]3[CH2:21][CH2:20][N:19]([CH3:22])[CH2:18][CH2:17]3)[CH:8]=2)=[C:4]([F:27])[CH:3]=1.CC1(C)C2(CS(O)(=O)=O)C(CC1CC2)=O.[C:43]1([CH2:49][C:50]([N:52]=[C:53]=[S:54])=[O:51])[CH:48]=[CH:47][CH:46]=[CH:45][CH:44]=1.C(OCC)C.